From a dataset of Full USPTO retrosynthesis dataset with 1.9M reactions from patents (1976-2016). Predict the reactants needed to synthesize the given product. Given the product [CH3:39][N:40]([CH3:45])[C:41]([CH2:42][N:27]([C:24]1[CH:25]=[CH:26][C:21]([NH:20]/[C:13](=[C:6]2\[C:5](=[O:38])[NH:4][C:12]3[C:7]\2=[CH:8][CH:9]=[CH:10][CH:11]=3)/[C:14]2[CH:15]=[CH:16][CH:17]=[CH:18][CH:19]=2)=[CH:22][CH:23]=1)[S:28]([CH2:31][C:32]1[CH:37]=[CH:36][CH:35]=[CH:34][CH:33]=1)(=[O:30])=[O:29])=[O:44], predict the reactants needed to synthesize it. The reactants are: C([N:4]1[C:12]2[C:7](=[CH:8][CH:9]=[CH:10][CH:11]=2)/[C:6](=[C:13](/[NH:20][C:21]2[CH:26]=[CH:25][C:24]([NH:27][S:28]([CH2:31][C:32]3[CH:37]=[CH:36][CH:35]=[CH:34][CH:33]=3)(=[O:30])=[O:29])=[CH:23][CH:22]=2)\[C:14]2[CH:19]=[CH:18][CH:17]=[CH:16][CH:15]=2)/[C:5]1=[O:38])(=O)C.[CH3:39][N:40]([CH3:45])[C:41](=[O:44])[CH2:42]Br.CC(C)([O-])C.[K+].[OH-].[Na+].